From a dataset of hERG Central: cardiac toxicity at 1µM, 10µM, and general inhibition. Predict hERG channel inhibition at various concentrations. (1) The drug is COc1ccc(NC(=S)N2CCN(C/C=C/c3ccccc3)CC2)c(OC)c1. Results: hERG_inhib (hERG inhibition (general)): blocker. (2) The compound is Cc1c(C(=O)N2CCN(CCc3ccccc3)CC2)oc2ccccc12. Results: hERG_inhib (hERG inhibition (general)): blocker. (3) The drug is Cl.O=C1Cc2ccccc2Sc2cc(OCCCN3CCCCC3)ccc21. Results: hERG_inhib (hERG inhibition (general)): blocker. (4) The drug is CC1CCc2c(sc(NC(=O)C(=O)NCc3ccco3)c2C#N)C1. Results: hERG_inhib (hERG inhibition (general)): blocker. (5) The compound is c1ccc2c(NC3CCCC3)nnc(NC3CCCC3)c2c1. Results: hERG_inhib (hERG inhibition (general)): blocker. (6) Results: hERG_inhib (hERG inhibition (general)): blocker. The compound is c1ccc(-c2c(-c3ccccc3)n(Cc3ccco3)c3ncnc(NCCCn4ccnc4)c23)cc1. (7) The compound is CCc1ccccc1NC(=O)CN1CCN(C(=O)CNC(=O)c2ccc(-c3ccccc3)cc2)CC1. Results: hERG_inhib (hERG inhibition (general)): blocker. (8) The molecule is CC1CCN(CCCCOc2ccc(C(C)(C)C)cc2)CC1.O=C(O)C(=O)O. Results: hERG_inhib (hERG inhibition (general)): blocker. (9) The drug is Cl.OC(CN1C2=NCCCN2c2ccccc21)c1ccc(Br)cc1. Results: hERG_inhib (hERG inhibition (general)): blocker. (10) The compound is CCCCCOC(=O)c1c(N)n(CCOC)c2nc3ccccc3nc12. Results: hERG_inhib (hERG inhibition (general)): blocker.